Dataset: Forward reaction prediction with 1.9M reactions from USPTO patents (1976-2016). Task: Predict the product of the given reaction. (1) Given the reactants [CH3:1][O:2][C:3]([C:5]1[CH:13]=[C:12]2[C:8]([C:9]([CH2:14][N:15]([C:28]([O:30][C:31]([CH3:34])([CH3:33])[CH3:32])=[O:29])[C:16]3[CH:21]=[CH:20][C:19]([N:22]4[CH2:27][CH2:26][O:25][CH2:24][CH2:23]4)=[CH:18][CH:17]=3)=[CH:10][NH:11]2)=[CH:7][CH:6]=1)=[O:4].[H-].[Na+].[CH3:37]I, predict the reaction product. The product is: [CH3:1][O:2][C:3]([C:5]1[CH:13]=[C:12]2[C:8]([C:9]([CH2:14][N:15]([C:28]([O:30][C:31]([CH3:34])([CH3:33])[CH3:32])=[O:29])[C:16]3[CH:21]=[CH:20][C:19]([N:22]4[CH2:23][CH2:24][O:25][CH2:26][CH2:27]4)=[CH:18][CH:17]=3)=[CH:10][N:11]2[CH3:37])=[CH:7][CH:6]=1)=[O:4]. (2) Given the reactants [CH3:1][C:2]([N:7]1[CH:11]=[C:10]([NH:12][C:13](=[O:30])[CH:14]([NH:18][C:19](=[O:29])[CH2:20][C:21]2[CH:26]=[C:25]([F:27])[CH:24]=[C:23]([F:28])[CH:22]=2)[CH2:15][CH2:16][CH3:17])[N:9]=[CH:8]1)([CH3:6])[CH2:3][CH:4]=O.[NH:31]1[CH2:36][CH2:35][O:34][CH2:33][CH2:32]1, predict the reaction product. The product is: [CH3:1][C:2]([N:7]1[CH:11]=[C:10]([NH:12][C:13](=[O:30])[CH:14]([NH:18][C:19](=[O:29])[CH2:20][C:21]2[CH:22]=[C:23]([F:28])[CH:24]=[C:25]([F:27])[CH:26]=2)[CH2:15][CH2:16][CH3:17])[N:9]=[CH:8]1)([CH3:6])[CH2:3][CH2:4][N:31]1[CH2:36][CH2:35][O:34][CH2:33][CH2:32]1. (3) Given the reactants Br[C:2]1[CH:3]=[CH:4][C:5]2[NH:11][C:10](=[O:12])[CH2:9][O:8][C:7]([CH2:18][CH3:19])([C:13]3[S:14][CH:15]=[CH:16][CH:17]=3)[C:6]=2[CH:20]=1.Br[C:22]1[CH:23]=[C:24]([C:27]#[N:28])[S:25][CH:26]=1, predict the reaction product. The product is: [CH2:18]([C:7]1([C:13]2[S:14][CH:15]=[CH:16][CH:17]=2)[C:6]2[CH:20]=[C:2]([C:22]3[CH:23]=[C:24]([C:27]#[N:28])[S:25][CH:26]=3)[CH:3]=[CH:4][C:5]=2[NH:11][C:10](=[O:12])[CH2:9][O:8]1)[CH3:19]. (4) Given the reactants C([Li])CCC.C(NC(C)C)(C)C.[CH:13]([C:15]1[CH:24]=[C:23]2[C:18]([C:19](=[O:25])[CH2:20][CH2:21][O:22]2)=[CH:17][CH:16]=1)=[CH2:14].[CH2:26]([C:29]1[CH:37]=[CH:36][C:32]([C:33](F)=[O:34])=[CH:31][CH:30]=1)[CH2:27][CH3:28], predict the reaction product. The product is: [CH2:26]([C:29]1[CH:30]=[CH:31][C:32]([C:33]([CH:20]2[C:19](=[O:25])[C:18]3[C:23](=[CH:24][C:15]([CH:13]=[CH2:14])=[CH:16][CH:17]=3)[O:22][CH2:21]2)=[O:34])=[CH:36][CH:37]=1)[CH2:27][CH3:28].